From a dataset of Catalyst prediction with 721,799 reactions and 888 catalyst types from USPTO. Predict which catalyst facilitates the given reaction. (1) Reactant: [F:1][C:2]1([F:30])[CH:7]([C:8]2[CH:13]=[CH:12][C:11]([O:14]C)=[CH:10][CH:9]=2)[CH2:6][CH2:5][N:4]([CH:16]2[CH2:20][CH2:19][N:18]([CH2:21][C:22]3[CH:27]=[CH:26][C:25]([F:28])=[CH:24][CH:23]=3)[C:17]2=[O:29])[CH2:3]1.B(Br)(Br)Br. Product: [F:30][C:2]1([F:1])[CH:7]([C:8]2[CH:13]=[CH:12][C:11]([OH:14])=[CH:10][CH:9]=2)[CH2:6][CH2:5][N:4]([CH:16]2[CH2:20][CH2:19][N:18]([CH2:21][C:22]3[CH:27]=[CH:26][C:25]([F:28])=[CH:24][CH:23]=3)[C:17]2=[O:29])[CH2:3]1. The catalyst class is: 2. (2) Reactant: [CH2:1]([O:3][C:4](=[O:17])[CH2:5][C:6]1[C:7]2[C:14]([O:15]C)=[CH:13][CH:12]=[CH:11][C:8]=2[S:9][CH:10]=1)[CH3:2].B(Br)(Br)Br. Product: [CH2:1]([O:3][C:4](=[O:17])[CH2:5][C:6]1[C:7]2[C:14]([OH:15])=[CH:13][CH:12]=[CH:11][C:8]=2[S:9][CH:10]=1)[CH3:2]. The catalyst class is: 2. (3) Reactant: [CH2:1]([NH:8][C:9]1[CH:16]=[CH:15][C:12]([CH:13]=O)=[CH:11][CH:10]=1)[C:2]1[CH:7]=[CH:6][CH:5]=[CH:4][CH:3]=1.[N+:17]([CH3:20])([O-:19])=[O:18].C([O-])(=O)C.[NH4+]. Product: [CH2:1]([NH:8][C:9]1[CH:16]=[CH:15][C:12](/[CH:13]=[CH:20]/[N+:17]([O-:19])=[O:18])=[CH:11][CH:10]=1)[C:2]1[CH:7]=[CH:6][CH:5]=[CH:4][CH:3]=1. The catalyst class is: 15. (4) Reactant: C(N(CC)C(C)C)(C)C.Cl.Cl.[N:12]1[C:21]2[C:16](=[CH:17][C:18]([C:22]3([C:25]4[N:29]5[CH:30]=[C:31]([C:34]6[CH:42]=[CH:41][C:37]([C:38](O)=[O:39])=[CH:36][CH:35]=6)[CH:32]=[N:33][C:28]5=[N:27][CH:26]=4)[CH2:24][CH2:23]3)=[CH:19][CH:20]=2)[CH:15]=[CH:14][CH:13]=1.[CH:43]1([NH2:47])[CH2:46][CH2:45][CH2:44]1.F[P-](F)(F)(F)(F)F.N1(O[P+](N(C)C)(N(C)C)N(C)C)C2C=CC=CC=2N=N1. Product: [CH:43]1([NH:47][C:38](=[O:39])[C:37]2[CH:36]=[CH:35][C:34]([C:31]3[CH:32]=[N:33][C:28]4[N:29]([C:25]([C:22]5([C:18]6[CH:17]=[C:16]7[C:21](=[CH:20][CH:19]=6)[N:12]=[CH:13][CH:14]=[CH:15]7)[CH2:24][CH2:23]5)=[CH:26][N:27]=4)[CH:30]=3)=[CH:42][CH:41]=2)[CH2:46][CH2:45][CH2:44]1. The catalyst class is: 405.